This data is from Forward reaction prediction with 1.9M reactions from USPTO patents (1976-2016). The task is: Predict the product of the given reaction. Given the reactants [C:1]([O:8][CH2:9][CH3:10])(=[O:7])[C:2]([O:4]CC)=O.[CH3:11][O:12][C:13]1[CH:18]=[CH:17][C:16]([N:19]2[CH2:24][CH2:23][O:22][CH2:21][CH2:20]2)=[CH:15][C:14]=1[NH2:25], predict the reaction product. The product is: [CH2:9]([O:8][C:1](=[O:7])[C:2]([NH:25][C:14]1[CH:15]=[C:16]([N:19]2[CH2:20][CH2:21][O:22][CH2:23][CH2:24]2)[CH:17]=[CH:18][C:13]=1[O:12][CH3:11])=[O:4])[CH3:10].